Dataset: Forward reaction prediction with 1.9M reactions from USPTO patents (1976-2016). Task: Predict the product of the given reaction. (1) Given the reactants C(OC([N:8]1[CH2:13][CH2:12][N:11]([C:14]2[N:19]=[C:18]([C:20]3[CH:25]=[CH:24][N:23]=[C:22]([NH:26][CH:27]4[CH2:32][CH2:31][CH2:30][CH2:29][CH2:28]4)[CH:21]=3)[CH:17]=[CH:16][CH:15]=2)[CH2:10][CH2:9]1)=O)(C)(C)C.C(O)(C(F)(F)F)=O, predict the reaction product. The product is: [CH:27]1([NH:26][C:22]2[CH:21]=[C:20]([C:18]3[CH:17]=[CH:16][CH:15]=[C:14]([N:11]4[CH2:12][CH2:13][NH:8][CH2:9][CH2:10]4)[N:19]=3)[CH:25]=[CH:24][N:23]=2)[CH2:32][CH2:31][CH2:30][CH2:29][CH2:28]1. (2) Given the reactants [N+:1]([C:4]1[CH:13]=[C:12]2[C:7]([CH:8]([CH3:14])[CH2:9][CH2:10][NH:11]2)=[CH:6][CH:5]=1)([O-])=O, predict the reaction product. The product is: [NH2:1][C:4]1[CH:13]=[C:12]2[C:7]([CH:8]([CH3:14])[CH2:9][CH2:10][NH:11]2)=[CH:6][CH:5]=1. (3) The product is: [CH3:1][C:2]1[N:3]=[C:4]([NH:11][C:12]([N:31]2[CH2:30][CH2:29][N:28]([C:23]3[CH:24]=[CH:25][CH:26]=[CH:27][C:22]=3[F:21])[CH2:33][CH2:32]2)=[O:20])[C:5]([O:9][CH3:10])=[N:6][C:7]=1[CH3:8]. Given the reactants [CH3:1][C:2]1[N:3]=[C:4]([NH:11][C:12](=[O:20])OC2C=CC=CC=2)[C:5]([O:9][CH3:10])=[N:6][C:7]=1[CH3:8].[F:21][C:22]1[CH:27]=[CH:26][CH:25]=[CH:24][C:23]=1[N:28]1[CH2:33][CH2:32][NH:31][CH2:30][CH2:29]1, predict the reaction product.